From a dataset of Forward reaction prediction with 1.9M reactions from USPTO patents (1976-2016). Predict the product of the given reaction. Given the reactants [CH3:1][C:2]1[CH:6]=[CH:5][S:4][C:3]=1[C:7]([OH:9])=O.S(Cl)(Cl)=O.C1COCC1.[C:19]([C:21]1[CH:22]=[C:23]([NH2:27])[CH:24]=[CH:25][CH:26]=1)#[CH:20], predict the reaction product. The product is: [C:19]([C:21]1[CH:22]=[C:23]([NH:27][C:7]([C:3]2[S:4][CH:5]=[CH:6][C:2]=2[CH3:1])=[O:9])[CH:24]=[CH:25][CH:26]=1)#[CH:20].